Dataset: Forward reaction prediction with 1.9M reactions from USPTO patents (1976-2016). Task: Predict the product of the given reaction. (1) Given the reactants [C:1]([O:5][C:6]([N:8]1[CH2:12][CH2:11][CH2:10][CH2:9]1)=[O:7])([CH3:4])([CH3:3])[CH3:2].[C:13]([O:17][C:18]([N:20]1[CH2:24][CH2:23][CH2:22][CH:21]1[C:25]1[NH:26][C:27]([C:30]2[CH:35]=[CH:34][C:33](B3OC(C)(C)C(C)(C)O3)=[C:32](C(OC)=O)[CH:31]=2)=[CH:28][N:29]=1)=[O:19])([CH3:16])([CH3:15])[CH3:14].C(=O)(O)[O-].[Na+], predict the reaction product. The product is: [C:1]([O:5][C:6]([N:8]1[CH2:12][CH2:11][CH2:10][CH:9]1[C:25]1[NH:26][C:27]([C:30]2[CH:35]=[CH:34][C:33]([C:33]3[CH:32]=[CH:31][C:30]([C:27]4[NH:26][C:25]([CH:21]5[CH2:22][CH2:23][CH2:24][N:20]5[C:18]([O:17][C:13]([CH3:15])([CH3:16])[CH3:14])=[O:19])=[N:29][CH:28]=4)=[CH:35][CH:34]=3)=[CH:32][CH:31]=2)=[CH:28][N:29]=1)=[O:7])([CH3:4])([CH3:2])[CH3:3]. (2) Given the reactants [F:1][C:2]1[CH:3]=[C:4]([CH:6]=[CH:7][CH:8]=1)[NH2:5].[F:9][C:10]1[CH:17]=[C:16]([O:18][CH3:19])[CH:15]=[C:14]([F:20])[C:11]=1[CH:12]=O.[C-:21]#[N:22].[K+].[Cl-:24].[In+3].[Cl-].[Cl-].O1CCC[CH2:29]1, predict the reaction product. The product is: [Cl:24][C:21]1[N:22]=[CH:29][N:5]([C:4]2[CH:6]=[CH:7][CH:8]=[C:2]([F:1])[CH:3]=2)[C:12]=1[C:11]1[C:10]([F:9])=[CH:17][C:16]([O:18][CH3:19])=[CH:15][C:14]=1[F:20]. (3) Given the reactants C(OC(=O)[NH:7][C:8]1[O:9][CH2:10][CH2:11][C@:12]([C:15]2[CH:20]=[C:19]([NH2:21])[CH:18]=[CH:17][C:16]=2[F:22])([CH3:14])[N:13]=1)(C)(C)C.[S:24]1[C:28]([C:29](O)=[O:30])=[CH:27][C:26]2[CH:32]=[CH:33][CH:34]=[CH:35][C:25]1=2, predict the reaction product. The product is: [NH2:7][C:8]1[O:9][CH2:10][CH2:11][C@:12]([C:15]2[CH:20]=[C:19]([NH:21][C:29]([C:28]3[S:24][C:25]4[CH:35]=[CH:34][CH:33]=[CH:32][C:26]=4[CH:27]=3)=[O:30])[CH:18]=[CH:17][C:16]=2[F:22])([CH3:14])[N:13]=1. (4) Given the reactants C([N:3]([CH2:6][CH3:7])CC)C.CS(OCC[O:15][C:16]1[CH:21]=[CH:20][C:19]([CH2:22][CH:23]([CH2:29][CH2:30][O:31][C:32]2[CH:37]=[CH:36][CH:35]=[CH:34][CH:33]=2)[C:24]([O:26][CH2:27][CH3:28])=[O:25])=[CH:18][CH:17]=1)(=O)=O.CS(Cl)(=O)=O.OCCOC1C=CC(CC(CCOC2C=CC=CC=2)C(OCC)=O)=CC=1, predict the reaction product. The product is: [NH2:3][CH2:6][CH2:7][O:15][C:16]1[CH:17]=[CH:18][C:19]([CH2:22][CH:23]([CH2:29][CH2:30][O:31][C:32]2[CH:33]=[CH:34][CH:35]=[CH:36][CH:37]=2)[C:24]([O:26][CH2:27][CH3:28])=[O:25])=[CH:20][CH:21]=1. (5) Given the reactants [Si]([O:8][C:9]1[CH:10]=[C:11]([CH:33]=[CH:34][CH:35]=1)[CH2:12][N:13]1[CH2:17][C:16](=[O:18])[N:15]([C:19]2[CH:20]=[N:21][N:22]([CH2:24][C:25]3[C:26]([CH3:31])=[N:27][O:28][C:29]=3[CH3:30])[CH:23]=2)[C:14]1=[O:32])(C(C)(C)C)(C)C.Cl, predict the reaction product. The product is: [CH3:31][C:26]1[C:25]([CH2:24][N:22]2[CH:23]=[C:19]([N:15]3[C:16](=[O:18])[CH2:17][N:13]([CH2:12][C:11]4[CH:33]=[CH:34][CH:35]=[C:9]([OH:8])[CH:10]=4)[C:14]3=[O:32])[CH:20]=[N:21]2)=[C:29]([CH3:30])[O:28][N:27]=1. (6) Given the reactants [OH:1][C:2]1[CH:7]=[CH:6][C:5]([C:8]2[CH:16]=[CH:15][C:14]([C:17]3[N:18]([C:33]([O:35][C:36]([CH3:39])([CH3:38])[CH3:37])=[O:34])[C:19]4[C:24]([CH:25]=3)=[CH:23][C:22]([CH2:26][N:27]3[CH2:32][CH2:31][CH2:30][CH2:29][CH2:28]3)=[CH:21][CH:20]=4)=[C:13]3[C:9]=2[CH2:10][NH:11][C:12]3=[O:40])=[CH:4][CH:3]=1.[S:41](Cl)(=[O:44])(=[O:43])[NH2:42].O, predict the reaction product. The product is: [S:41]([O:1][C:2]1[CH:3]=[CH:4][C:5]([C:8]2[CH:16]=[CH:15][C:14]([C:17]3[N:18]([C:33]([O:35][C:36]([CH3:37])([CH3:39])[CH3:38])=[O:34])[C:19]4[C:24]([CH:25]=3)=[CH:23][C:22]([CH2:26][N:27]3[CH2:32][CH2:31][CH2:30][CH2:29][CH2:28]3)=[CH:21][CH:20]=4)=[C:13]3[C:9]=2[CH2:10][NH:11][C:12]3=[O:40])=[CH:6][CH:7]=1)(=[O:44])(=[O:43])[NH2:42]. (7) Given the reactants [Cl:1][CH2:2][CH2:3][N:4]1[C:13](=[O:14])[C:12]2[C:7](=[CH:8][CH:9]=[CH:10][CH:11]=2)[N:6]=[CH:5]1.[F:15][C:16]([F:30])([F:29])[C:17]1[CH:18]=[C:19]([N:23]2[CH2:28][CH2:27][NH:26][CH2:25][CH2:24]2)[CH:20]=[CH:21][CH:22]=1.C(=O)([O-])[O-].[Na+].[Na+].[I-].[Na+].Cl, predict the reaction product. The product is: [ClH:1].[F:30][C:16]([F:15])([F:29])[C:17]1[CH:18]=[C:19]([N:23]2[CH2:28][CH2:27][N:26]([CH2:2][CH2:3][N:4]3[C:13](=[O:14])[C:12]4[C:7](=[CH:8][CH:9]=[CH:10][CH:11]=4)[N:6]=[CH:5]3)[CH2:25][CH2:24]2)[CH:20]=[CH:21][CH:22]=1. (8) Given the reactants Cl.[CH3:2][S:3]([C:6]1[CH:11]=[CH:10][C:9]([C:12]2[CH:17]=[CH:16][C:15]([O:18][CH2:19][CH:20]3[CH2:25][CH2:24][NH:23][CH2:22][CH2:21]3)=[CH:14][CH:13]=2)=[CH:8][CH:7]=1)(=[O:5])=[O:4].[F:26][C:27]([F:35])([F:34])[C:28]1([C:31](O)=[O:32])[CH2:30][CH2:29]1.C(Cl)CCl.C1C=CC2N(O)N=NC=2C=1.CCN(C(C)C)C(C)C, predict the reaction product. The product is: [CH3:2][S:3]([C:6]1[CH:7]=[CH:8][C:9]([C:12]2[CH:17]=[CH:16][C:15]([O:18][CH2:19][CH:20]3[CH2:25][CH2:24][N:23]([C:31]([C:28]4([C:27]([F:35])([F:34])[F:26])[CH2:30][CH2:29]4)=[O:32])[CH2:22][CH2:21]3)=[CH:14][CH:13]=2)=[CH:10][CH:11]=1)(=[O:5])=[O:4].